From a dataset of NCI-60 drug combinations with 297,098 pairs across 59 cell lines. Regression. Given two drug SMILES strings and cell line genomic features, predict the synergy score measuring deviation from expected non-interaction effect. (1) Drug 1: C1=NC2=C(N1)C(=S)N=CN2. Drug 2: CCN(CC)CCCC(C)NC1=C2C=C(C=CC2=NC3=C1C=CC(=C3)Cl)OC. Cell line: SK-OV-3. Synergy scores: CSS=44.8, Synergy_ZIP=-6.47, Synergy_Bliss=-3.97, Synergy_Loewe=-6.23, Synergy_HSA=-0.459. (2) Drug 1: CC(CN1CC(=O)NC(=O)C1)N2CC(=O)NC(=O)C2. Drug 2: CCN(CC)CCNC(=O)C1=C(NC(=C1C)C=C2C3=C(C=CC(=C3)F)NC2=O)C. Cell line: MDA-MB-231. Synergy scores: CSS=6.69, Synergy_ZIP=0.0584, Synergy_Bliss=0.487, Synergy_Loewe=-1.87, Synergy_HSA=-1.92. (3) Drug 1: C1=CN(C(=O)N=C1N)C2C(C(C(O2)CO)O)O.Cl. Drug 2: C(CN)CNCCSP(=O)(O)O. Cell line: UACC-257. Synergy scores: CSS=1.97, Synergy_ZIP=-2.32, Synergy_Bliss=-0.207, Synergy_Loewe=-8.97, Synergy_HSA=-1.63. (4) Drug 1: CN(C)C1=NC(=NC(=N1)N(C)C)N(C)C. Drug 2: C1CC(=O)NC(=O)C1N2C(=O)C3=CC=CC=C3C2=O. Cell line: HCT116. Synergy scores: CSS=12.6, Synergy_ZIP=11.3, Synergy_Bliss=13.7, Synergy_Loewe=15.1, Synergy_HSA=12.8. (5) Drug 1: C1=NC2=C(N1)C(=S)N=C(N2)N. Drug 2: C(CN)CNCCSP(=O)(O)O. Cell line: RXF 393. Synergy scores: CSS=-0.899, Synergy_ZIP=-5.51, Synergy_Bliss=-4.58, Synergy_Loewe=-13.2, Synergy_HSA=-5.42. (6) Synergy scores: CSS=28.0, Synergy_ZIP=-2.07, Synergy_Bliss=0.696, Synergy_Loewe=0.113, Synergy_HSA=-0.322. Drug 1: CN(CCCl)CCCl.Cl. Cell line: HCT-15. Drug 2: C1CNP(=O)(OC1)N(CCCl)CCCl. (7) Drug 2: CC1=C2C(C(=O)C3(C(CC4C(C3C(C(C2(C)C)(CC1OC(=O)C(C(C5=CC=CC=C5)NC(=O)OC(C)(C)C)O)O)OC(=O)C6=CC=CC=C6)(CO4)OC(=O)C)O)C)O. Drug 1: C1CCC(C1)C(CC#N)N2C=C(C=N2)C3=C4C=CNC4=NC=N3. Synergy scores: CSS=54.8, Synergy_ZIP=9.15, Synergy_Bliss=15.8, Synergy_Loewe=-11.0, Synergy_HSA=14.0. Cell line: CCRF-CEM.